This data is from Full USPTO retrosynthesis dataset with 1.9M reactions from patents (1976-2016). The task is: Predict the reactants needed to synthesize the given product. (1) Given the product [Cl:1][C:2]1[CH:3]=[CH:4][C:5]([O:23][CH2:29][CH2:28][O:27][CH:24]([CH3:26])[CH3:25])=[C:6]([CH:22]=1)[C:7]([NH:9][C@H:10]([C:12]1[CH:21]=[CH:20][C:15]([C:16]([O:18][CH3:19])=[O:17])=[CH:14][CH:13]=1)[CH3:11])=[O:8], predict the reactants needed to synthesize it. The reactants are: [Cl:1][C:2]1[CH:3]=[CH:4][C:5]([OH:23])=[C:6]([CH:22]=1)[C:7]([NH:9][C@H:10]([C:12]1[CH:21]=[CH:20][C:15]([C:16]([O:18][CH3:19])=[O:17])=[CH:14][CH:13]=1)[CH3:11])=[O:8].[CH:24]([O:27][CH2:28][CH2:29]O)([CH3:26])[CH3:25]. (2) Given the product [F:26][C:20]1[CH:21]=[CH:22][CH:23]=[C:24]([F:25])[C:19]=1[C:18]([NH:17][C:14]1[CH:13]=[CH:12][C:11]([C:4]2[CH:3]=[C:2]([C:29]3[CH:30]=[N:31][CH:32]=[CH:33][CH:34]=3)[S:6][C:5]=2[C:7]([OH:10])([CH3:9])[CH3:8])=[CH:16][N:15]=1)=[O:27], predict the reactants needed to synthesize it. The reactants are: Br[C:2]1[S:6][C:5]([C:7]([OH:10])([CH3:9])[CH3:8])=[C:4]([C:11]2[CH:12]=[CH:13][C:14]([NH:17][C:18](=[O:27])[C:19]3[C:24]([F:25])=[CH:23][CH:22]=[CH:21][C:20]=3[F:26])=[N:15][CH:16]=2)[CH:3]=1.B(O)(O)[C:29]1[CH:34]=[CH:33][CH:32]=[N:31][CH:30]=1. (3) Given the product [CH2:1]([C:3]1[C:4]([OH:26])=[C:5]([C:22]([OH:24])=[O:23])[C:6](=[O:21])[NH:7][C:8]=1[C:9]1[CH:10]=[CH:11][C:12]([C:15]2[CH2:16][CH2:17][NH:18][CH2:19][CH:20]=2)=[CH:13][CH:14]=1)[CH3:2], predict the reactants needed to synthesize it. The reactants are: [CH2:1]([C:3]1[C:4]([OH:26])=[C:5]([C:22]([O:24]C)=[O:23])[C:6](=[O:21])[NH:7][C:8]=1[C:9]1[CH:14]=[CH:13][C:12]([C:15]2[CH2:16][CH2:17][NH:18][CH2:19][CH:20]=2)=[CH:11][CH:10]=1)[CH3:2].[I-].[Li+]. (4) Given the product [Cl:8][C:9]1[CH:14]=[CH:13][C:12]([S:15]([N:18]2[CH:27]3[CH2:28][CH:29]([C:31]4[O:3][N:4]=[C:5]([CH3:6])[N:7]=4)[CH2:30][CH:19]2[CH2:20][C:21]2([CH2:26]3)[O:25][CH2:24][CH2:23][O:22]2)(=[O:16])=[O:17])=[CH:11][CH:10]=1, predict the reactants needed to synthesize it. The reactants are: [H-].[Na+].[OH:3][NH:4][C:5](=[NH:7])[CH3:6].[Cl:8][C:9]1[CH:14]=[CH:13][C:12]([S:15]([N:18]2[CH:27]3[CH2:28][CH:29]([C:31](OCC)=O)[CH2:30][CH:19]2[CH2:20][C:21]2([CH2:26]3)[O:25][CH2:24][CH2:23][O:22]2)(=[O:17])=[O:16])=[CH:11][CH:10]=1. (5) Given the product [F:33][C:34]1[CH:41]=[CH:40][C:37]([CH2:38][NH:39][C:25]([C:13]2[N:12]=[C:11]3[N:10]([C:15](=[O:16])[C:14]=2[OH:17])[CH2:9][CH2:8][O:7][C:6]3([CH2:30][Cl:31])[CH2:5][OH:4])=[O:27])=[C:36]([N:42]2[CH:46]=[N:45][C:44]([CH3:47])=[N:43]2)[CH:35]=1, predict the reactants needed to synthesize it. The reactants are: C([O:4][CH2:5][C:6]1([CH2:30][Cl:31])[C:11]2=[N:12][C:13]([C:25]([O:27]CC)=O)=[C:14]([O:17]CC3C=CC=CC=3)[C:15](=[O:16])[N:10]2[CH2:9][CH2:8][O:7]1)(=O)C.Cl.[F:33][C:34]1[CH:41]=[CH:40][C:37]([CH2:38][NH2:39])=[C:36]([N:42]2[CH:46]=[N:45][C:44]([CH3:47])=[N:43]2)[CH:35]=1.C(N(CC)CC)C.C([O-])([O-])=O.[Cs+].[Cs+]. (6) Given the product [C:45]([C:35]1[CH:34]=[C:33]([NH:32][C:30]([NH:29][CH2:28][C:27]2[CH:49]=[CH:50][CH:51]=[CH:52][C:26]=2[O:25][C:21]2[CH:20]=[C:19]([N:1]3[CH2:6][CH2:5][CH:4]([CH2:7][OH:8])[CH2:3][CH2:2]3)[N:24]=[CH:23][N:22]=2)=[O:31])[N:37]([C:38]2[CH:39]=[CH:40][C:41]([CH3:44])=[CH:42][CH:43]=2)[N:36]=1)([CH3:48])([CH3:46])[CH3:47], predict the reactants needed to synthesize it. The reactants are: [NH:1]1[CH2:6][CH2:5][CH:4]([CH2:7][OH:8])[CH2:3][CH2:2]1.C(N(CC)C(C)C)(C)C.Cl[C:19]1[N:24]=[CH:23][N:22]=[C:21]([O:25][C:26]2[CH:52]=[CH:51][CH:50]=[CH:49][C:27]=2[CH2:28][NH:29][C:30]([NH:32][C:33]2[N:37]([C:38]3[CH:43]=[CH:42][C:41]([CH3:44])=[CH:40][CH:39]=3)[N:36]=[C:35]([C:45]([CH3:48])([CH3:47])[CH3:46])[CH:34]=2)=[O:31])[CH:20]=1.C(=O)(O)[O-].[Na+].